Dataset: Full USPTO retrosynthesis dataset with 1.9M reactions from patents (1976-2016). Task: Predict the reactants needed to synthesize the given product. Given the product [NH2:10][CH:9]([CH2:8][C:7]1[C:14]2[C:4](=[CH:3][C:2]([F:1])=[CH:16][CH:15]=2)[NH:5][CH:6]=1)[CH2:11][OH:12], predict the reactants needed to synthesize it. The reactants are: [F:1][C:2]1[CH:3]=[C:4]2[C:14](=[CH:15][CH:16]=1)[C:7]([CH2:8][C@@H:9]([C:11](O)=[O:12])[NH2:10])=[CH:6][NH:5]2.